Predict which catalyst facilitates the given reaction. From a dataset of Catalyst prediction with 721,799 reactions and 888 catalyst types from USPTO. (1) Reactant: Cl[C:2]1[C:11]2[C:6](=[CH:7][CH:8]=[CH:9][CH:10]=2)[C:5]([O:12][CH:13]2[CH2:15][CH2:14]2)=[CH:4][N:3]=1.[F-:16].[Cs+]. Product: [F:16][C:2]1[C:11]2[C:6](=[CH:7][CH:8]=[CH:9][CH:10]=2)[C:5]([O:12][CH:13]2[CH2:15][CH2:14]2)=[CH:4][N:3]=1. The catalyst class is: 58. (2) Product: [Br:19][C:16]1[CH:15]=[CH:14][C:13]([NH:12][C:9]2[N:8]=[C:7]([CH3:20])[C:6]([CH2:4][OH:3])=[CH:11][N:10]=2)=[CH:18][CH:17]=1. Reactant: C([O:3][C:4]([C:6]1[C:7]([CH3:20])=[N:8][C:9]([NH:12][C:13]2[CH:18]=[CH:17][C:16]([Br:19])=[CH:15][CH:14]=2)=[N:10][CH:11]=1)=O)C.CC(C[AlH]CC(C)C)C. The catalyst class is: 1. (3) Reactant: [CH3:1][O:2][C:3](=[O:25])[CH2:4][C:5]1[C:14]([CH3:15])=[C:13]([O:16]CC2C=CC=CC=2)[C:12]2[C:7](=[CH:8][CH:9]=[C:10]([F:24])[CH:11]=2)[CH:6]=1.[H][H]. Product: [CH3:1][O:2][C:3](=[O:25])[CH2:4][C:5]1[C:14]([CH3:15])=[C:13]([OH:16])[C:12]2[C:7](=[CH:8][CH:9]=[C:10]([F:24])[CH:11]=2)[CH:6]=1. The catalyst class is: 19. (4) Reactant: ClN1C(=O)CCC1=O.[F:9][C:10]([F:19])([F:18])[C:11]1[CH:17]=[CH:16][C:14]([NH2:15])=[CH:13][CH:12]=1.[CH3:20][S:21][CH3:22]. Product: [CH3:20][S:21]([CH3:22])=[N:15][C:14]1[CH:16]=[CH:17][C:11]([C:10]([F:18])([F:19])[F:9])=[CH:12][CH:13]=1. The catalyst class is: 4.